From a dataset of Forward reaction prediction with 1.9M reactions from USPTO patents (1976-2016). Predict the product of the given reaction. Given the reactants [CH:1]1[C:14]2[CH:13]=[C:12]([CH:15]([C:17]3C4C(C5C=CC=C[C:29]=5[CH:30]=3)=CC=CC=4)O)[C:11]3[C:6](=[CH:7][CH:8]=[CH:9][CH:10]=3)[C:5]=2[CH:4]=[CH:3][CH:2]=1.F[C:32](F)(F)[C:33](O)=O, predict the reaction product. The product is: [CH2:30]1[C:29]2[C:13]([C:14]3[CH:1]=[CH:2][CH:3]=[CH:4][C:5]=3[C:6]3[C:7]=2[CH:8]=[C:10]2[C:11]=3[C:33]3[CH:32]=[CH:7][CH:6]=[CH:5][C:4]=3[C:3]3[CH:2]=[CH:1][CH:14]=[CH:13][C:9]=32)=[CH:12][CH:15]=[CH:17]1.